Dataset: Peptide-MHC class I binding affinity with 185,985 pairs from IEDB/IMGT. Task: Regression. Given a peptide amino acid sequence and an MHC pseudo amino acid sequence, predict their binding affinity value. This is MHC class I binding data. (1) The peptide sequence is SVFEGIRAY. The MHC is HLA-A80:01 with pseudo-sequence HLA-A80:01. The binding affinity (normalized) is 0.499. (2) The peptide sequence is HMMVIFRLM. The MHC is HLA-B08:01 with pseudo-sequence HLA-B08:01. The binding affinity (normalized) is 0. (3) The peptide sequence is KLYERNTAF. The MHC is HLA-A03:01 with pseudo-sequence HLA-A03:01. The binding affinity (normalized) is 0.489. (4) The peptide sequence is CINGVCWSV. The MHC is HLA-A02:03 with pseudo-sequence HLA-A02:03. The binding affinity (normalized) is 0.541. (5) The peptide sequence is LTDSGPKANI. The MHC is HLA-B27:05 with pseudo-sequence HLA-B27:05. The binding affinity (normalized) is 0. (6) The peptide sequence is SAAAYFVGY. The MHC is HLA-A26:01 with pseudo-sequence HLA-A26:01. The binding affinity (normalized) is 0.589. (7) The binding affinity (normalized) is 0.338. The peptide sequence is RELHLSWEVG. The MHC is HLA-B45:01 with pseudo-sequence HLA-B45:01. (8) The peptide sequence is YCNYSKYWYL. The MHC is HLA-A24:02 with pseudo-sequence HLA-A24:02. The binding affinity (normalized) is 0.224. (9) The peptide sequence is KVFGRCELAAAM. The MHC is H-2-Kb with pseudo-sequence H-2-Kb. The binding affinity (normalized) is 0.498.